This data is from Peptide-MHC class II binding affinity with 134,281 pairs from IEDB. The task is: Regression. Given a peptide amino acid sequence and an MHC pseudo amino acid sequence, predict their binding affinity value. This is MHC class II binding data. (1) The peptide sequence is RVLDTVEKWLACGVD. The MHC is DRB5_0101 with pseudo-sequence DRB5_0101. The binding affinity (normalized) is 0. (2) The peptide sequence is AGWLFHVRGARRSGD. The MHC is HLA-DQA10303-DQB10402 with pseudo-sequence HLA-DQA10303-DQB10402. The binding affinity (normalized) is 0.834. (3) The peptide sequence is KKDQVVMTSLALVGAALK. The MHC is HLA-DQA10102-DQB10501 with pseudo-sequence HLA-DQA10102-DQB10501. The binding affinity (normalized) is 0.756. (4) The peptide sequence is NIVIGIGDNALKINW. The MHC is DRB1_1302 with pseudo-sequence DRB1_1302. The binding affinity (normalized) is 0.975.